From a dataset of Forward reaction prediction with 1.9M reactions from USPTO patents (1976-2016). Predict the product of the given reaction. (1) Given the reactants CO.C(N(CC)CC)C.Cl.Cl.C([O:15][C@@H:16]1[C@@H:53]([O:54]C(=O)C)[C@H:52]([O:58]C(=O)C)[C@@H:51]([CH2:62][O:63]C(=O)C)[O:50][C@H:17]1[O:18][C:19]1[C:23]([CH2:24][C:25]2[CH:30]=[CH:29][C:28](/[CH:31]=[CH:32]/[CH2:33][CH2:34][N:35]3[CH2:40][CH2:39][CH2:38][C:37]4([CH2:45][CH2:44][NH:43][CH2:42][CH2:41]4)[CH2:36]3)=[CH:27][C:26]=2[CH3:46])=[C:22]([CH:47]([CH3:49])[CH3:48])[NH:21][N:20]=1)(=O)C, predict the reaction product. The product is: [O:18]([C:19]1[C:23]([CH2:24][C:25]2[CH:30]=[CH:29][C:28](/[CH:31]=[CH:32]/[CH2:33][CH2:34][N:35]3[CH2:40][CH2:39][CH2:38][C:37]4([CH2:41][CH2:42][NH:43][CH2:44][CH2:45]4)[CH2:36]3)=[CH:27][C:26]=2[CH3:46])=[C:22]([CH:47]([CH3:49])[CH3:48])[NH:21][N:20]=1)[C@@H:17]1[O:50][C@H:51]([CH2:62][OH:63])[C@@H:52]([OH:58])[C@H:53]([OH:54])[C@H:16]1[OH:15]. (2) The product is: [ClH:29].[ClH:37].[Cl:29][C:21]1[C:20]2[C:19]([S:16]([N:11]3[CH2:12][CH2:13][CH2:14][CH2:15][NH:8][CH2:9][C@@H:10]3[CH3:30])(=[O:17])=[O:18])=[CH:28][CH:27]=[CH:26][C:25]=2[CH:24]=[N:23][CH:22]=1. Given the reactants C(OC([N:8]1[CH2:15][CH2:14][CH2:13][CH2:12][N:11]([S:16]([C:19]2[C:20]3[C:21]([Cl:29])=[CH:22][N:23]=[CH:24][C:25]=3[CH:26]=[CH:27][CH:28]=2)(=[O:18])=[O:17])[C@@H:10]([CH3:30])[CH2:9]1)=O)(C)(C)C.O1CCOCC1.[ClH:37], predict the reaction product. (3) Given the reactants [C:1]([C:3]1[N:8]=[CH:7][C:6]([NH:9][C:10](=[O:30])[CH2:11][NH:12]C(=O)OCC2C3C=CC=CC=3C3C2=CC=CC=3)=[CH:5][C:4]=1[NH:31][C:32]1[CH:37]=[C:36]([CH3:38])[CH:35]=[C:34]([CH3:39])[N:33]=1)#[N:2].N1CCCCC1, predict the reaction product. The product is: [C:1]([C:3]1[N:8]=[CH:7][C:6]([NH:9][C:10](=[O:30])[CH2:11][NH2:12])=[CH:5][C:4]=1[NH:31][C:32]1[CH:37]=[C:36]([CH3:38])[CH:35]=[C:34]([CH3:39])[N:33]=1)#[N:2]. (4) Given the reactants Cl.[CH:2]1([C:5]2[N:6]=[CH:7][C:8]([O:11][C@@H:12]3[CH2:22][N:15]4[C:16](=[O:21])[CH2:17][CH2:18][NH:19][CH2:20][C@@H:14]4[CH2:13]3)=[N:9][CH:10]=2)[CH2:4][CH2:3]1.[F:23][C:24]([F:35])([F:34])[O:25][C:26]1[CH:33]=[CH:32][C:29]([CH:30]=O)=[CH:28][CH:27]=1.C(N(C(C)C)C(C)C)C.C(O[BH-](OC(=O)C)OC(=O)C)(=O)C.[Na+], predict the reaction product. The product is: [CH:2]1([C:5]2[N:6]=[CH:7][C:8]([O:11][C@@H:12]3[CH2:22][N:15]4[C:16](=[O:21])[CH2:17][CH2:18][N:19]([CH2:30][C:29]5[CH:32]=[CH:33][C:26]([O:25][C:24]([F:23])([F:34])[F:35])=[CH:27][CH:28]=5)[CH2:20][C@@H:14]4[CH2:13]3)=[N:9][CH:10]=2)[CH2:4][CH2:3]1.